Dataset: Reaction yield outcomes from USPTO patents with 853,638 reactions. Task: Predict the reaction yield, written as a fraction of the theoretical maximum amount of product (1.0 means a 100% yield; for example, 0.34 means a 34% yield). (1) The reactants are [CH:1]([Li])([CH2:3][CH3:4])[CH3:2].CC1C=[CH:15][C:14]2[C:9](=[CH:10][CH:11]=[CH:12][CH:13]=2)[N:8]=1.CI. The catalyst is C(OCC)C. The product is [CH2:3]([C:1]1[CH:2]=[CH:15][C:14]2[C:9](=[CH:10][CH:11]=[CH:12][CH:13]=2)[N:8]=1)[CH3:4]. The yield is 0.920. (2) The catalyst is CN(C=O)C.C1C=CC([P]([Pd]([P](C2C=CC=CC=2)(C2C=CC=CC=2)C2C=CC=CC=2)([P](C2C=CC=CC=2)(C2C=CC=CC=2)C2C=CC=CC=2)[P](C2C=CC=CC=2)(C2C=CC=CC=2)C2C=CC=CC=2)(C2C=CC=CC=2)C2C=CC=CC=2)=CC=1.[Cu]I.CO.CCOC(C)=O. The product is [C:30]([O:34][C:35]([N:37]1[CH:42]([C:43]2[NH:44][C:45]([C:48]3[CH:53]=[CH:52][C:51]([C:28]#[C:27][C:24]4[CH:25]=[CH:26][C:21]([C:18]5[NH:17][C:16]([CH:12]6[CH2:13][CH2:14][CH2:15][N:11]6[C:9](=[O:10])[CH:5]([NH:4][C:3]([O:2][CH3:1])=[O:29])[CH:6]([CH3:8])[CH3:7])=[N:20][CH:19]=5)=[CH:22][CH:23]=4)=[CH:50][CH:49]=3)=[CH:46][N:47]=2)[CH:41]2[CH2:55][CH:38]1[CH2:39][CH2:40]2)=[O:36])([CH3:33])([CH3:31])[CH3:32]. The reactants are [CH3:1][O:2][C:3](=[O:29])[NH:4][CH:5]([C:9]([N:11]1[CH2:15][CH2:14][CH2:13][CH:12]1[C:16]1[NH:17][C:18]([C:21]2[CH:26]=[CH:25][C:24]([C:27]#[CH:28])=[CH:23][CH:22]=2)=[CH:19][N:20]=1)=[O:10])[CH:6]([CH3:8])[CH3:7].[C:30]([O:34][C:35]([N:37]1[CH:42]([C:43]2[NH:44][C:45]([C:48]3[CH:53]=[CH:52][C:51](Br)=[CH:50][CH:49]=3)=[CH:46][N:47]=2)[CH:41]2[CH2:55][CH:38]1[CH2:39][CH2:40]2)=[O:36])([CH3:33])([CH3:32])[CH3:31].C(N(CC)CC)C.N#N. The yield is 0.540. (3) The reactants are [NH2:1][C:2]1[N:10]=[CH:9][CH:8]=[CH:7][C:3]=1[C:4](O)=[O:5].[H-].[H-].[H-].[H-].[Li+].[Al+3]. The catalyst is C1COCC1. The product is [NH2:1][C:2]1[C:3]([CH2:4][OH:5])=[CH:7][CH:8]=[CH:9][N:10]=1. The yield is 0.950. (4) The reactants are [CH2:1]([O:3][C:4](=[O:15])[CH2:5][CH:6]([C:11](=O)[CH2:12][CH3:13])[C:7](=O)[CH2:8][CH3:9])[CH3:2].O.[NH2:17][NH2:18]. The catalyst is C(O)(=O)C. The product is [CH2:1]([O:3][C:4](=[O:15])[CH2:5][C:6]1[C:11]([CH2:12][CH3:13])=[N:17][NH:18][C:7]=1[CH2:8][CH3:9])[CH3:2]. The yield is 0.980. (5) The reactants are Cl[C:2]1[N:3]=[C:4]([N:22]2[CH2:27][CH2:26][O:25][CH2:24][CH2:23]2)[C:5]2[N:10]=[C:9]([CH2:11][N:12]3[CH2:15][CH:14]([N:16]4[CH2:21][CH2:20][O:19][CH2:18][CH2:17]4)[CH2:13]3)[S:8][C:6]=2[N:7]=1.[CH3:28][C:29]1[O:30][C:31]2[CH:46]=[CH:45][CH:44]=[CH:43][C:32]=2[C:33]=1B1OC(C)(C)C(C)(C)O1.C([O-])([O-])=O.[Cs+].[Cs+]. The catalyst is O1CCOCC1.O.C1C=CC([P]([Pd]([P](C2C=CC=CC=2)(C2C=CC=CC=2)C2C=CC=CC=2)([P](C2C=CC=CC=2)(C2C=CC=CC=2)C2C=CC=CC=2)[P](C2C=CC=CC=2)(C2C=CC=CC=2)C2C=CC=CC=2)(C2C=CC=CC=2)C2C=CC=CC=2)=CC=1. The product is [CH3:28][C:29]1[O:30][C:31]2[CH:46]=[CH:45][CH:44]=[CH:43][C:32]=2[C:33]=1[C:2]1[N:3]=[C:4]([N:22]2[CH2:27][CH2:26][O:25][CH2:24][CH2:23]2)[C:5]2[N:10]=[C:9]([CH2:11][N:12]3[CH2:15][CH:14]([N:16]4[CH2:21][CH2:20][O:19][CH2:18][CH2:17]4)[CH2:13]3)[S:8][C:6]=2[N:7]=1. The yield is 0.480.